Dataset: CYP3A4 inhibition data for predicting drug metabolism from PubChem BioAssay. Task: Regression/Classification. Given a drug SMILES string, predict its absorption, distribution, metabolism, or excretion properties. Task type varies by dataset: regression for continuous measurements (e.g., permeability, clearance, half-life) or binary classification for categorical outcomes (e.g., BBB penetration, CYP inhibition). Dataset: cyp3a4_veith. (1) The drug is Cc1ccccc1C(=O)Nc1ccccc1-c1nnn(CC(=O)Nc2ccc3c(c2)OCCO3)n1. The result is 1 (inhibitor). (2) The compound is C/C(CCN1CCCCc2nc(C)c(C)cc21)=N\O[C@@H](C)CN1CCCc2nc(C)c(C)cc21. The result is 1 (inhibitor). (3) The molecule is CC1CCCC(C)N1C(=O)c1cc(-c2ccc(Cl)c(Cl)c2)on1. The result is 1 (inhibitor). (4) The molecule is Cc1nnc(C)n1/N=C/c1cccs1. The result is 0 (non-inhibitor). (5) The drug is CCN(CC)COC(=S)S. The result is 0 (non-inhibitor). (6) The molecule is CCc1ccc(OCC(=O)OC2CCS(=O)(=O)C2)cc1. The result is 0 (non-inhibitor).